This data is from Full USPTO retrosynthesis dataset with 1.9M reactions from patents (1976-2016). The task is: Predict the reactants needed to synthesize the given product. Given the product [CH2:1]([O:5][C:6]1[C:15]2[C:10](=[CH:11][CH:12]=[C:13]([C:16]([OH:18])=[O:17])[CH:14]=2)[C:9](=[O:20])[N:8]([CH2:21][CH:22]([CH3:23])[CH3:24])[C:7]=1[CH2:25][NH:26][C:27]([O:29][C:30]([CH3:33])([CH3:32])[CH3:31])=[O:28])[CH2:2][CH2:3][CH3:4], predict the reactants needed to synthesize it. The reactants are: [CH2:1]([O:5][C:6]1[C:15]2[C:10](=[CH:11][CH:12]=[C:13]([C:16]([O:18]C)=[O:17])[CH:14]=2)[C:9](=[O:20])[N:8]([CH2:21][CH:22]([CH3:24])[CH3:23])[C:7]=1[CH2:25][NH:26][C:27]([O:29][C:30]([CH3:33])([CH3:32])[CH3:31])=[O:28])[CH2:2][CH2:3][CH3:4].CO.[OH-].[Na+].Cl.